This data is from Reaction yield outcomes from USPTO patents with 853,638 reactions. The task is: Predict the reaction yield, written as a fraction of the theoretical maximum amount of product (1.0 means a 100% yield; for example, 0.34 means a 34% yield). (1) The catalyst is C1COCC1. The yield is 0.460. The reactants are C(NC(C)C)(C)C.[CH3:8][O:9][CH2:10][C:11]([O:17][Si:18]([CH3:21])([CH3:20])[CH3:19])=[CH:12][C:13]([O:15][CH3:16])=[O:14].[CH3:22][Si:23](Cl)([CH3:25])[CH3:24]. The product is [CH3:16][O:15][C:13](=[CH:12][C:11](=[CH:10][O:9][CH3:8])[O:17][Si:18]([CH3:21])([CH3:20])[CH3:19])[O:14][Si:23]([CH3:25])([CH3:24])[CH3:22]. (2) The reactants are C([O-])([O-])=O.[K+].[K+].Br[CH2:8][CH2:9]Br.[NH2:11][C:12]1[CH:17]=[CH:16][CH:15]=[CH:14][C:13]=1[SH:18]. The catalyst is CC(C)=O. The product is [S:18]1[C:13]2[CH:14]=[CH:15][CH:16]=[CH:17][C:12]=2[NH:11][CH2:9][CH2:8]1. The yield is 0.660. (3) The catalyst is CN(C=O)C. The product is [Br:3][C:13]1[CH:14]=[CH:15][N:10]([CH2:9][CH:6]2[CH2:8][CH2:7]2)[C:11](=[O:17])[CH:12]=1. The reactants are P(Br)(Br)([Br:3])=O.[CH:6]1([CH2:9][N:10]2[CH:15]=[CH:14][C:13](O)=[CH:12][C:11]2=[O:17])[CH2:8][CH2:7]1. The yield is 0.930.